This data is from Forward reaction prediction with 1.9M reactions from USPTO patents (1976-2016). The task is: Predict the product of the given reaction. (1) Given the reactants [Cl:1][C:2]1[CH:3]=[N:4][C:5]2[N:6]([N:8]=[C:9]([C:11]([OH:13])=O)[CH:10]=2)[CH:7]=1.[CH3:14][N:15]1[C:20]2[C:21]([CH3:25])=[C:22]([CH3:24])[S:23][C:19]=2[CH2:18][CH2:17][NH:16]1, predict the reaction product. The product is: [Cl:1][C:2]1[CH:3]=[N:4][C:5]2[N:6]([N:8]=[C:9]([C:11]([N:16]3[CH2:17][CH2:18][C:19]4[S:23][C:22]([CH3:24])=[C:21]([CH3:25])[C:20]=4[N:15]3[CH3:14])=[O:13])[CH:10]=2)[CH:7]=1. (2) Given the reactants CS([C:5]1[N:10]=[CH:9][C:8]([C:11]#[C:12][C:13]2[CH:18]=[CH:17][CH:16]=[CH:15][CH:14]=2)=[CH:7][N:6]=1)(=O)=O.[CH:19]1([NH2:25])[CH2:24][CH2:23][CH2:22][CH2:21][CH2:20]1, predict the reaction product. The product is: [CH:19]1([NH:25][C:5]2[N:10]=[CH:9][C:8]([C:11]#[C:12][C:13]3[CH:18]=[CH:17][CH:16]=[CH:15][CH:14]=3)=[CH:7][N:6]=2)[CH2:24][CH2:23][CH2:22][CH2:21][CH2:20]1. (3) Given the reactants Br[C:2]1[CH:3]=[CH:4][C:5]([NH:10][C:11]2[CH:16]=[CH:15][CH:14]=[C:13]([CH2:17][O:18][Si:19]([CH:26]([CH3:28])[CH3:27])([CH:23]([CH3:25])[CH3:24])[CH:20]([CH3:22])[CH3:21])[CH:12]=2)=[C:6]([CH:9]=1)[C:7]#[N:8].C1(C)C=CC=CC=1.C(=O)([O-])[O-].[Na+].[Na+].[Cl:42][C:43]1[CH:44]=[C:45](B(O)O)[CH:46]=[CH:47][C:48]=1[Cl:49], predict the reaction product. The product is: [Cl:42][C:43]1[CH:44]=[C:45]([C:2]2[CH:3]=[CH:4][C:5]([NH:10][C:11]3[CH:16]=[CH:15][CH:14]=[C:13]([CH2:17][O:18][Si:19]([CH:20]([CH3:21])[CH3:22])([CH:26]([CH3:28])[CH3:27])[CH:23]([CH3:25])[CH3:24])[CH:12]=3)=[C:6]([C:7]#[N:8])[CH:9]=2)[CH:46]=[CH:47][C:48]=1[Cl:49]. (4) Given the reactants [CH3:1][CH2:2][C:3](=[O:9])[CH2:4][C:5](=[O:8])[CH2:6][CH3:7].[Br:10][C:11]1[CH:18]=[CH:17][C:14]([CH2:15]Br)=[CH:13][CH:12]=1.C(=O)([O-])[O-].[K+].[K+], predict the reaction product. The product is: [Br:10][C:11]1[CH:18]=[CH:17][C:14]([CH2:15][CH:4]([C:3](=[O:9])[CH2:2][CH3:1])[C:5](=[O:8])[CH2:6][CH3:7])=[CH:13][CH:12]=1. (5) The product is: [CH2:1]([C:3]1([CH3:23])[CH:8]([CH3:9])[CH:7]([O:10][C:24](=[O:36])[CH2:25][CH2:26][CH2:27][CH2:28][CH2:29][CH2:30][CH2:31][CH2:32][CH2:33][CH2:34][CH3:35])[CH2:6][C:5]([CH2:12][CH3:13])([CH3:11])[N:4]1[O:14][CH:15]([C:17]1[CH:18]=[CH:19][CH:20]=[CH:21][CH:22]=1)[CH3:16])[CH3:2]. Given the reactants [CH2:1]([C:3]1([CH3:23])[CH:8]([CH3:9])[CH:7]([OH:10])[CH2:6][C:5]([CH2:12][CH3:13])([CH3:11])[N:4]1[O:14][CH:15]([C:17]1[CH:22]=[CH:21][CH:20]=[CH:19][CH:18]=1)[CH3:16])[CH3:2].[C:24](Cl)(=[O:36])[CH2:25][CH2:26][CH2:27][CH2:28][CH2:29][CH2:30][CH2:31][CH2:32][CH2:33][CH2:34][CH3:35].C(N(CC)CC)C, predict the reaction product.